From a dataset of Full USPTO retrosynthesis dataset with 1.9M reactions from patents (1976-2016). Predict the reactants needed to synthesize the given product. (1) Given the product [OH:8][C:9]1[C:14]([C:15](=[O:17])[CH3:16])=[C:13]([O:18][CH3:19])[C:12]([O:20][CH3:21])=[C:11]([O:22][CH3:23])[CH:10]=1.[CH2:43]([O:42][C:39]1[CH:40]=[CH:41][C:36]([CH:35]=[O:2])=[CH:37][CH:38]=1)[C:44]1[CH:49]=[CH:48][CH:47]=[CH:46][CH:45]=1, predict the reactants needed to synthesize it. The reactants are: C[O:2]C1C=CC(C2[O:8][C:9]3[C:14]([C:15](=[O:17])[CH:16]=2)=[C:13]([O:18][CH3:19])[C:12]([O:20][CH3:21])=[C:11]([O:22][CH3:23])[CH:10]=3)=CC=1.OC1C(C(=O)C=[CH:35][C:36]2[CH:41]=[CH:40][C:39]([O:42][CH2:43][C:44]3[CH:49]=[CH:48][CH:47]=[CH:46][CH:45]=3)=[CH:38][CH:37]=2)=C(OC)C(OC)=C(OC)C=1. (2) Given the product [N:10]([CH:5]1[CH2:6][C:7](=[O:8])[N:3]([CH2:1][CH3:2])[C:4]1=[O:9])=[N+:11]=[N-:12], predict the reactants needed to synthesize it. The reactants are: [CH2:1]([N:3]1[C:7](=[O:8])[CH:6]=[CH:5][C:4]1=[O:9])[CH3:2].[NH:10]=[N+:11]=[N-:12].C1(=O)NC(=O)C=C1. (3) Given the product [CH2:1]([O:33][CH2:4][C:7]([NH:21][C:19]1[N:20]=[C:15]([N:12]2[CH2:11][CH2:10][N:9]([C:7]([C:4]3[CH:5]=[CH:6][C:1]([C:27]4[CH:32]=[CH:31][CH:30]=[CH:29][CH:28]=4)=[CH:2][CH:3]=3)=[O:8])[CH2:14][CH2:13]2)[C:16]2[CH:24]=[C:23]([CH2:25][CH3:26])[S:22][C:17]=2[N:18]=1)=[O:8])[C:27]1[CH:32]=[CH:31][CH:30]=[CH:29][CH:28]=1, predict the reactants needed to synthesize it. The reactants are: [C:1]1([C:27]2[CH:32]=[CH:31][CH:30]=[CH:29][CH:28]=2)[CH:6]=[CH:5][C:4]([C:7]([N:9]2[CH2:14][CH2:13][N:12]([C:15]3[C:16]4[CH:24]=[C:23]([CH2:25][CH3:26])[S:22][C:17]=4[N:18]=[C:19]([NH2:21])[N:20]=3)[CH2:11][CH2:10]2)=[O:8])=[CH:3][CH:2]=1.[OH2:33].